This data is from Catalyst prediction with 721,799 reactions and 888 catalyst types from USPTO. The task is: Predict which catalyst facilitates the given reaction. (1) Reactant: [F:1][C:2]1[CH:7]=[CH:6][C:5]([CH:8]2[C:13]3[S:14](=[O:18])(=[O:17])[CH2:15][CH2:16][C:12]=3[N:11](C(OC(C)(C)C)=O)[C:10]3[CH2:26][O:27][CH2:28][C:29](=[O:30])[C:9]2=3)=[CH:4][C:3]=1[Sn](C)(C)C.ClN1C(=O)CCC1=O.[I-:43].[Na+].O.O.O.O.O.S([O-])([O-])(=O)=S.[Na+].[Na+]. Product: [F:1][C:2]1[CH:7]=[CH:6][C:5]([CH:8]2[C:13]3[S:14](=[O:18])(=[O:17])[CH2:15][CH2:16][C:12]=3[NH:11][C:10]3[CH2:26][O:27][CH2:28][C:29](=[O:30])[C:9]2=3)=[CH:4][C:3]=1[I:43]. The catalyst class is: 404. (2) Reactant: Cl.[CH2:2]([NH2:7])[CH2:3][CH2:4][C:5]#[CH:6].[Cl:8][C:9]1[C:18]([N+:19]([O-:21])=[O:20])=[C:17](Cl)[C:16]2[C:11](=[CH:12][CH:13]=[CH:14][CH:15]=2)[N:10]=1.C(N(CC)CC)C. Product: [Cl:8][C:9]1[C:18]([N+:19]([O-:21])=[O:20])=[C:17]([NH:7][CH2:2][CH2:3][CH2:4][C:5]#[CH:6])[C:16]2[C:11](=[CH:12][CH:13]=[CH:14][CH:15]=2)[N:10]=1. The catalyst class is: 4. (3) Reactant: FC(F)(F)C(O)=O.[F:8][C:9]([F:31])([F:30])[C:10]1[CH:29]=[CH:28][CH:27]=[CH:26][C:11]=1[O:12][CH:13]1[CH2:18][CH2:17][N:16](C(OC(C)(C)C)=O)[CH2:15][CH2:14]1. Product: [F:31][C:9]([F:8])([F:30])[C:10]1[CH:29]=[CH:28][CH:27]=[CH:26][C:11]=1[O:12][CH:13]1[CH2:18][CH2:17][NH:16][CH2:15][CH2:14]1. The catalyst class is: 2. (4) Reactant: [C:1]([O:5][C:6]([NH:8][C@@H:9]([CH2:13][C:14]1[CH:19]=[CH:18][C:17]([N+:20]([O-:22])=[O:21])=[CH:16][CH:15]=1)[C:10]([OH:12])=[O:11])=[O:7])([CH3:4])([CH3:3])[CH3:2].[C:23](=O)([O-])[O-].[Na+].[Na+].CI. Product: [CH3:23][O:11][C:10](=[O:12])[C@@H:9]([NH:8][C:6]([O:5][C:1]([CH3:4])([CH3:2])[CH3:3])=[O:7])[CH2:13][C:14]1[CH:19]=[CH:18][C:17]([N+:20]([O-:22])=[O:21])=[CH:16][CH:15]=1. The catalyst class is: 3. (5) Reactant: [I:1][C:2]1[CH:3]=[C:4]([CH:8]=[CH:9][CH:10]=1)[C:5]([OH:7])=[O:6].[CH3:11][C:12](OC(OC(O[C:12]([CH3:14])([CH3:13])[CH3:11])=O)=O)([CH3:14])[CH3:13]. Product: [I:1][C:2]1[CH:3]=[C:4]([CH:8]=[CH:9][CH:10]=1)[C:5]([O:7][C:12]([CH3:14])([CH3:13])[CH3:11])=[O:6]. The catalyst class is: 64. (6) Reactant: [C:1]([O:5][C:6](=[O:40])[C:7]1[CH:12]=[CH:11][CH:10]=[C:9]([CH2:13][CH:14]([NH:28][C:29](=[O:37])[CH2:30][CH:31]2[CH2:36][CH2:35][NH:34][CH2:33][CH2:32]2)[B:15]2[O:23][CH:22]3[C:17]([CH3:27])([CH:18]4[CH2:24][CH:20]([CH2:21]3)[C:19]4([CH3:26])[CH3:25])[O:16]2)[C:8]=1[O:38][CH3:39])([CH3:4])([CH3:3])[CH3:2].C(=O)([O-])[O-].[K+].[K+].Br[CH2:48][C:49]#[N:50]. Product: [C:1]([O:5][C:6](=[O:40])[C:7]1[CH:12]=[CH:11][CH:10]=[C:9]([CH2:13][CH:14]([NH:28][C:29](=[O:37])[CH2:30][CH:31]2[CH2:32][CH2:33][N:34]([CH2:48][C:49]#[N:50])[CH2:35][CH2:36]2)[B:15]2[O:23][CH:22]3[C:17]([CH3:27])([CH:18]4[CH2:24][CH:20]([CH2:21]3)[C:19]4([CH3:25])[CH3:26])[O:16]2)[C:8]=1[O:38][CH3:39])([CH3:2])([CH3:3])[CH3:4]. The catalyst class is: 10. (7) The catalyst class is: 1. Reactant: [NH2:1][C:2]1[O:6][CH:5]([C:7]2[CH:12]=[CH:11][C:10](F)=[CH:9][CH:8]=2)[C:4](=[O:14])[C:3]=1[OH:15].C(N(CC)CC)C.[Cl:23][Si](C)(C)C.[C:28](Cl)(=[O:30])[CH3:29].[F-].C([N+](CCCC)(CCCC)CCCC)CCC.S([O-])([O-])(=O)=O.[NH4+].[NH4+]. Product: [OH:15][C:3]1[C:4]([OH:14])=[C:5]([C:7]2[CH:12]=[CH:11][C:10]([Cl:23])=[CH:9][CH:8]=2)[O:6][C:2]=1[NH:1][C:28](=[O:30])[CH3:29].